Dataset: Catalyst prediction with 721,799 reactions and 888 catalyst types from USPTO. Task: Predict which catalyst facilitates the given reaction. (1) Reactant: [F:1][CH2:2][C:3]([C:7]1[O:11][N:10]=[C:9]([NH:12][C:13](=[O:21])OC2C=CC=CC=2)[CH:8]=1)([CH3:6])[CH2:4][F:5].[CH3:22][O:23][C:24]1[CH:25]=[C:26]2[C:31](=[CH:32][C:33]=1[O:34][CH3:35])[N:30]=[CH:29][N:28]=[C:27]2[O:36][C:37]1[C:38]([F:44])=[C:39]([CH:41]=[CH:42][CH:43]=1)[NH2:40]. Product: [F:5][CH2:4][C:3]([C:7]1[O:11][N:10]=[C:9]([NH:12][C:13]([NH:40][C:39]2[CH:41]=[CH:42][CH:43]=[C:37]([O:36][C:27]3[C:26]4[C:31](=[CH:32][C:33]([O:34][CH3:35])=[C:24]([O:23][CH3:22])[CH:25]=4)[N:30]=[CH:29][N:28]=3)[C:38]=2[F:44])=[O:21])[CH:8]=1)([CH3:6])[CH2:2][F:1]. The catalyst class is: 1. (2) Reactant: [F:1][C:2]1[CH:7]=[C:6]([O:8][CH3:9])[CH:5]=[CH:4][C:3]=1[NH:10][CH:11]=[C:12]([C:18]([O:20]CC)=O)[C:13]([O:15][CH2:16][CH3:17])=[O:14].C1(OC2C=CC=CC=2)C=CC=CC=1. Product: [F:1][C:2]1[CH:7]=[C:6]([O:8][CH3:9])[CH:5]=[C:4]2[C:3]=1[NH:10][CH:11]=[C:12]([C:13]([O:15][CH2:16][CH3:17])=[O:14])[C:18]2=[O:20]. The catalyst class is: 81.